This data is from Forward reaction prediction with 1.9M reactions from USPTO patents (1976-2016). The task is: Predict the product of the given reaction. (1) Given the reactants [C:1]([C:5]1[CH:6]=[C:7]([CH:12]=[C:13]([CH2:15]O)[CH:14]=1)[C:8]([O:10][CH3:11])=[O:9])([CH3:4])([CH3:3])[CH3:2].C(Br)(Br)(Br)[Br:18].C1(P(C2C=CC=CC=2)C2C=CC=CC=2)C=CC=CC=1, predict the reaction product. The product is: [Br:18][CH2:15][C:13]1[CH:12]=[C:7]([CH:6]=[C:5]([C:1]([CH3:4])([CH3:3])[CH3:2])[CH:14]=1)[C:8]([O:10][CH3:11])=[O:9]. (2) Given the reactants [Cl:1][C:2]1[S:6][C:5]([C:7]([OH:9])=O)=[CH:4][C:3]=1C.C(N(C(C)C)CC)(C)C.C1CN([P+]([Br:36])(N2CCCC2)N2CCCC2)CC1.F[P-](F)(F)(F)(F)F.[NH2:44][CH:45]([CH2:55][C:56]1[CH:61]=[CH:60][CH:59]=[CH:58][CH:57]=1)[CH2:46][NH:47][C:48](=[O:54])[O:49][C:50]([CH3:53])([CH3:52])[CH3:51], predict the reaction product. The product is: [Br:36][C:3]1[CH:4]=[C:5]([C:7]([NH:44][CH:45]([CH2:55][C:56]2[CH:57]=[CH:58][CH:59]=[CH:60][CH:61]=2)[CH2:46][NH:47][C:48](=[O:54])[O:49][C:50]([CH3:53])([CH3:51])[CH3:52])=[O:9])[S:6][C:2]=1[Cl:1]. (3) Given the reactants I[C:2]1[CH:7]=[CH:6][CH:5]=[CH:4][C:3]=1[N+:8]([O-:10])=[O:9].[CH2:11]([O:13][C:14](=[O:19])[C:15](Br)([F:17])[F:16])[CH3:12], predict the reaction product. The product is: [CH2:11]([O:13][C:14](=[O:19])[C:15]([F:17])([F:16])[C:2]1[CH:7]=[CH:6][CH:5]=[CH:4][C:3]=1[N+:8]([O-:10])=[O:9])[CH3:12]. (4) Given the reactants [OH-].[Na+].Cl[O-].[Na+].[NH2:6][C:7]1[C:16]([CH3:17])=[CH:15][C:14](Br)=[CH:13][C:8]=1[C:9]([NH:11][CH3:12])=[O:10].C1(C)C=C(C)C=C(C)C=1.[C-]#N.[Na+].[CH2:31]([N:33]1C=CN=C1)C, predict the reaction product. The product is: [NH2:6][C:7]1[C:16]([CH3:17])=[CH:15][C:14]([C:31]#[N:33])=[CH:13][C:8]=1[C:9]([NH:11][CH3:12])=[O:10]. (5) Given the reactants [CH3:1][C:2]1[C:10]2[C:9]([S:11][CH2:12][C:13]([OH:15])=O)=[N:8][CH:7]=[N:6][C:5]=2[S:4][C:3]=1[CH3:16].[CH3:17][O:18][CH2:19][CH2:20][NH2:21].CN(C(ON1N=NC2C=CC=NC1=2)=[N+](C)C)C.F[P-](F)(F)(F)(F)F.C(N(CC)C(C)C)(C)C, predict the reaction product. The product is: [CH3:1][C:2]1[C:10]2[C:9]([S:11][CH2:12][C:13]([NH:21][CH2:20][CH2:19][O:18][CH3:17])=[O:15])=[N:8][CH:7]=[N:6][C:5]=2[S:4][C:3]=1[CH3:16]. (6) Given the reactants [Br:1][C:2]1[C:3]([CH2:8][OH:9])=[N:4][CH:5]=[CH:6][CH:7]=1.[C:10]([C:14]1[CH:19]=[CH:18][C:17]([F:20])=[CH:16][C:15]=1O)#[C:11][CH2:12][CH3:13].C1(P(C2C=CC=CC=2)C2C=CC=CC=2)C=CC=CC=1.N(C(OC(C)C)=O)=NC(OC(C)C)=O, predict the reaction product. The product is: [Br:1][C:2]1[C:3]([CH2:8][O:9][C:19]2[CH:18]=[C:17]([F:20])[CH:16]=[CH:15][C:14]=2[C:10]#[C:11][CH2:12][CH3:13])=[N:4][CH:5]=[CH:6][CH:7]=1. (7) Given the reactants Cl.Cl[C:3]1C=CC=CC=1C(OC1CNC1)C1C=CC=CC=1Cl.[N-]=C=O.[Cl:25][C:26]1[CH:51]=[CH:50][CH:49]=[CH:48][C:27]=1[CH:28]([O:36][CH:37]1[CH2:40][N:39]([C:41]([NH:43][C:44]([CH3:47])([CH3:46])C)=[O:42])[CH2:38]1)[C:29]1[CH:34]=[CH:33][CH:32]=[CH:31][C:30]=1[Cl:35], predict the reaction product. The product is: [Cl:35][C:30]1[CH:31]=[CH:32][CH:33]=[CH:34][C:29]=1[CH:28]([O:36][CH:37]1[CH2:38][N:39]([C:41]([NH:43][CH:44]([CH2:46][CH3:3])[CH3:47])=[O:42])[CH2:40]1)[C:27]1[CH:48]=[CH:49][CH:50]=[CH:51][C:26]=1[Cl:25].